From a dataset of Catalyst prediction with 721,799 reactions and 888 catalyst types from USPTO. Predict which catalyst facilitates the given reaction. Reactant: [CH3:1][N:2]1[C:11](=[O:12])[CH2:10][CH2:9][C@H:3]1[C:4]([O:6]CC)=[O:5].[OH-].[Na+]. Product: [CH3:1][N:2]1[C:11](=[O:12])[CH2:10][CH2:9][C@H:3]1[C:4]([OH:6])=[O:5]. The catalyst class is: 8.